From a dataset of Catalyst prediction with 721,799 reactions and 888 catalyst types from USPTO. Predict which catalyst facilitates the given reaction. (1) Reactant: [F:1][C:2]([F:13])([F:12])[C:3]1[CH:11]=[CH:10][C:6]([C:7]([OH:9])=O)=[CH:5][CH:4]=1.C(Cl)(=O)C(Cl)=O.[NH:20]1[CH2:24][CH2:23][CH2:22][CH2:21]1.C(N(C(C)C)CC)(C)C. Product: [N:20]1([C:7]([C:6]2[CH:5]=[CH:4][C:3]([C:2]([F:1])([F:13])[F:12])=[CH:11][CH:10]=2)=[O:9])[CH2:24][CH2:23][CH2:22][CH2:21]1. The catalyst class is: 306. (2) Reactant: [OH:1][C:2]1[C:3]2[CH:10]=[C:9](C(O)=O)[NH:8][C:4]=2[N:5]=[N:6][CH:7]=1.S1(CCCC1)(=O)=O.CO. Product: [N:5]1[C:4]2[NH:8][CH:9]=[CH:10][C:3]=2[C:2]([OH:1])=[CH:7][N:6]=1. The catalyst class is: 2. (3) Reactant: [CH2:1]([C@H:3]1[N:12]([CH:13]([CH3:15])[CH3:14])[C:11]2[N:10]=[C:9]([NH:16][C:17]3[CH:18]=[CH:19][C:20]([C:26]([OH:28])=O)=[C:21]4[C:25]=3[O:24][CH2:23][CH2:22]4)[N:8]=[CH:7][C:6]=2[N:5]([CH3:29])[C:4]1=[O:30])[CH3:2].F[B-](F)(F)F.N1(OC(N(C)C)=[N+](C)C)C2C=CC=CC=2N=N1.C(N(C(C)C)CC)(C)C.[CH:62]1([CH2:65][N:66]2[CH2:71][CH2:70][N:69]([CH2:72][C@@H:73]([O:76][CH3:77])[CH2:74][NH2:75])[CH2:68][CH2:67]2)[CH2:64][CH2:63]1.C(=O)([O-])[O-].[Na+].[Na+]. Product: [CH:62]1([CH2:65][N:66]2[CH2:67][CH2:68][N:69]([CH2:72][C@@H:73]([O:76][CH3:77])[CH2:74][NH:75][C:26]([C:20]3[CH:19]=[CH:18][C:17]([NH:16][C:9]4[N:8]=[CH:7][C:6]5[N:5]([CH3:29])[C:4](=[O:30])[C@@H:3]([CH2:1][CH3:2])[N:12]([CH:13]([CH3:15])[CH3:14])[C:11]=5[N:10]=4)=[C:25]4[O:24][CH2:23][CH2:22][C:21]=34)=[O:28])[CH2:70][CH2:71]2)[CH2:63][CH2:64]1. The catalyst class is: 4.